This data is from Forward reaction prediction with 1.9M reactions from USPTO patents (1976-2016). The task is: Predict the product of the given reaction. (1) Given the reactants [C:1]1([C:7]#[C:8][CH2:9][N:10]([CH2:31][C:32]#[C:33][C:34]2[CH:39]=[CH:38][CH:37]=[CH:36][CH:35]=2)[CH:11]2[CH2:16][CH2:15][N:14]([CH2:17][CH2:18][N:19]3[C:28]4[C:23](=[CH:24][CH:25]=[C:26]([F:29])[CH:27]=4)[N:22]=[CH:21][C:20]3=[O:30])[CH2:13][CH2:12]2)[CH:6]=[CH:5][CH:4]=[CH:3][CH:2]=1.[ClH:40].C(OCC)(=O)C, predict the reaction product. The product is: [ClH:40].[C:34]1([C:33]#[C:32][CH2:31][N:10]([CH2:9][C:8]#[C:7][C:1]2[CH:6]=[CH:5][CH:4]=[CH:3][CH:2]=2)[CH:11]2[CH2:16][CH2:15][N:14]([CH2:17][CH2:18][N:19]3[C:28]4[C:23](=[CH:24][CH:25]=[C:26]([F:29])[CH:27]=4)[N:22]=[CH:21][C:20]3=[O:30])[CH2:13][CH2:12]2)[CH:39]=[CH:38][CH:37]=[CH:36][CH:35]=1. (2) Given the reactants I[C:2]1[C:3]([C:9]([O:11][CH3:12])=[O:10])=[N:4][C:5]([CH3:8])=[CH:6][CH:7]=1.[CH3:13][C:14]1[N:15]=[N:16][NH:17][CH:18]=1.CN[C@@H]1CCCC[C@H]1NC.C(=O)([O-])[O-].[Cs+].[Cs+].[Si](C=[N+]=[N-])(C)(C)C, predict the reaction product. The product is: [CH3:8][C:5]1[N:4]=[C:3]([C:9]([O:11][CH3:12])=[O:10])[C:2]([N:16]2[N:15]=[C:14]([CH3:13])[CH:18]=[N:17]2)=[CH:7][CH:6]=1. (3) Given the reactants [Br:1][C:2]1[CH:7]=[CH:6][C:5]([OH:8])=[CH:4][CH:3]=1.CC(C)([O-])C.[K+].Cl[C:16]1[CH:17]=[N:18][CH:19]=[C:20](Cl)[C:21]=1[CH:22]=O.[C:25]([O:29][CH3:30])(=[O:28])[CH2:26][SH:27], predict the reaction product. The product is: [Br:1][C:2]1[CH:7]=[CH:6][C:5]([O:8][C:20]2[CH:19]=[N:18][CH:17]=[C:16]3[S:27][C:26]([C:25]([O:29][CH3:30])=[O:28])=[CH:22][C:21]=23)=[CH:4][CH:3]=1.